From a dataset of Forward reaction prediction with 1.9M reactions from USPTO patents (1976-2016). Predict the product of the given reaction. (1) Given the reactants [ClH:1].FC1C=C(NC(NC(=O)CC2C=CC=CC=2)=S)C=CC=1OC1C=CN=C2C=C(C(N3CCCCC3)=O)SC=12.FC1C=C(NC(NC(=O)CC2C=CC=CC=2)=S)C=CC=1OC1C=CN=C2C=C(C(N3CCCCC3)=O)SC=12.C([O:82][C:83]([C@@H:85]1[CH2:89][CH2:88][CH2:87][N:86]1[C:90]([C:92]1[S:100][C:99]2[C:94](=[N:95][CH:96]=[CH:97][C:98]=2[O:101][C:102]2[CH:107]=[CH:106][C:105]([NH:108][C:109]([NH:111][C:112](=[O:120])[CH2:113][C:114]3[CH:119]=[CH:118][CH:117]=[CH:116][CH:115]=3)=[S:110])=[CH:104][C:103]=2[F:121])[CH:93]=1)=[O:91])=[O:84])(C)(C)C, predict the reaction product. The product is: [ClH:1].[F:121][C:103]1[CH:104]=[C:105]([NH:108][C:109]([NH:111][C:112](=[O:120])[CH2:113][C:114]2[CH:115]=[CH:116][CH:117]=[CH:118][CH:119]=2)=[S:110])[CH:106]=[CH:107][C:102]=1[O:101][C:98]1[CH:97]=[CH:96][N:95]=[C:94]2[CH:93]=[C:92]([C:90]([N:86]3[CH2:87][CH2:88][CH2:89][C@H:85]3[C:83]([OH:84])=[O:82])=[O:91])[S:100][C:99]=12. (2) Given the reactants Cl[C:2]1[C:7]([CH3:8])=[CH:6][N+:5]([O-:9])=[C:4]([CH3:10])[C:3]=1[CH3:11].[CH3:12][C:13]1([CH3:21])[O:18][CH2:17][CH:16]([CH2:19][OH:20])[CH2:15][O:14]1, predict the reaction product. The product is: [CH3:12][C:13]1([CH3:21])[O:18][CH2:17][CH:16]([CH2:19][O:20][C:2]2[C:7]([CH3:8])=[CH:6][N+:5]([O-:9])=[C:4]([CH3:10])[C:3]=2[CH3:11])[CH2:15][O:14]1. (3) Given the reactants C(Cl)(=O)C(Cl)=O.CS(C)=O.[Si:11]([O:18][CH:19]1[CH2:22][CH:21]([CH2:23][OH:24])[CH2:20]1)([C:14]([CH3:17])([CH3:16])[CH3:15])([CH3:13])[CH3:12], predict the reaction product. The product is: [Si:11]([O:18][CH:19]1[CH2:20][CH:21]([CH:23]=[O:24])[CH2:22]1)([C:14]([CH3:17])([CH3:16])[CH3:15])([CH3:13])[CH3:12]. (4) Given the reactants Cl[C:2]1[C:7]([C:8]2([OH:12])[CH2:11][CH2:10][CH2:9]2)=[CH:6][N:5]=[C:4]([C:13]#[N:14])[CH:3]=1.[F:15][C:16]([F:21])([F:20])[C@@H:17]([OH:19])[CH3:18], predict the reaction product. The product is: [OH:12][C:8]1([C:7]2[C:2]([O:19][C@@H:17]([CH3:18])[C:16]([F:21])([F:20])[F:15])=[CH:3][C:4]([C:13]#[N:14])=[N:5][CH:6]=2)[CH2:11][CH2:10][CH2:9]1.